This data is from Reaction yield outcomes from USPTO patents with 853,638 reactions. The task is: Predict the reaction yield, written as a fraction of the theoretical maximum amount of product (1.0 means a 100% yield; for example, 0.34 means a 34% yield). The reactants are [C:1]([O:5][C:6]([NH:8][CH:9]1[CH:13]([OH:14])[CH2:12][N:11]([C:15]([O:17][CH2:18][C:19]2[CH:24]=[CH:23][CH:22]=[CH:21][CH:20]=2)=[O:16])[CH2:10]1)=[O:7])([CH3:4])([CH3:3])[CH3:2].[H-].[Na+].[CH2:27](Br)[C:28]1[CH:33]=[CH:32][CH:31]=[CH:30][CH:29]=1.C([O-])(O)=O.[Na+]. The catalyst is C1COCC1.ClCCl. The product is [CH2:27]([O:14][CH:13]1[CH:9]([NH:8][C:6]([O:5][C:1]([CH3:4])([CH3:2])[CH3:3])=[O:7])[CH2:10][N:11]([C:15]([O:17][CH2:18][C:19]2[CH:24]=[CH:23][CH:22]=[CH:21][CH:20]=2)=[O:16])[CH2:12]1)[C:28]1[CH:33]=[CH:32][CH:31]=[CH:30][CH:29]=1. The yield is 0.260.